The task is: Predict the reaction yield, written as a fraction of the theoretical maximum amount of product (1.0 means a 100% yield; for example, 0.34 means a 34% yield).. This data is from Reaction yield outcomes from USPTO patents with 853,638 reactions. (1) The reactants are [C:1]([O:5][C:6](=[O:13])[C@@H:7]([NH2:12])[CH2:8][C:9]([OH:11])=[O:10])([CH3:4])([CH3:3])[CH3:2].[OH-].[Na+].[CH2:16]([O:23][C:24](O[C:24]([O:23][CH2:16][C:17]1[CH:22]=[CH:21][CH:20]=[CH:19][CH:18]=1)=[O:25])=[O:25])[C:17]1[CH:22]=[CH:21][CH:20]=[CH:19][CH:18]=1. The catalyst is O.O1CCOCC1. The product is [C:1]([O:5][C:6](=[O:13])[C@@H:7]([NH:12][C:24]([O:23][CH2:16][C:17]1[CH:22]=[CH:21][CH:20]=[CH:19][CH:18]=1)=[O:25])[CH2:8][C:9]([OH:11])=[O:10])([CH3:4])([CH3:2])[CH3:3]. The yield is 0.500. (2) The reactants are [CH3:1][N:2]1[CH2:7][CH2:6][N:5]([CH:8]([C:13]2[C:18]([CH3:19])=[CH:17][CH:16]=[CH:15][N:14]=2)[C:9]([NH:11][NH2:12])=[O:10])[CH2:4][CH2:3]1.O1CCOCC1.CCCCCCCCCCCC.I[C:39]1[CH:44]=[C:43]([C:45]([F:48])([F:47])[F:46])[CH:42]=[C:41]([C:49]([F:52])([F:51])[F:50])[CH:40]=1.NC1(N)CCCCC1.C([O-])([O-])=O.[K+].[K+]. The catalyst is [Cu]I. The product is [F:46][C:45]([F:47])([F:48])[C:43]1[CH:44]=[C:39]([NH:12][NH:11][C:9](=[O:10])[CH:8]([N:5]2[CH2:4][CH2:3][N:2]([CH3:1])[CH2:7][CH2:6]2)[C:13]2[C:18]([CH3:19])=[CH:17][CH:16]=[CH:15][N:14]=2)[CH:40]=[C:41]([C:49]([F:50])([F:51])[F:52])[CH:42]=1. The yield is 0.0800. (3) The reactants are F[C:2]1[CH:9]=[CH:8][C:7]([C:10]2[CH:15]=[C:14]([C:16]3[CH:21]=[CH:20][CH:19]=[CH:18][CH:17]=3)[NH:13][C:12](=[O:22])[N:11]=2)=[CH:6][C:3]=1[C:4]#[N:5].O.[NH2:24][NH2:25].CO.[ClH:28]. The catalyst is C(O)(C)(C)C.O1CCOCC1. The yield is 0.110. The product is [ClH:28].[ClH:28].[NH2:5][C:4]1[C:3]2[C:2](=[CH:9][CH:8]=[C:7]([C:10]3[CH:15]=[C:14]([C:16]4[CH:21]=[CH:20][CH:19]=[CH:18][CH:17]=4)[NH:13][C:12](=[O:22])[N:11]=3)[CH:6]=2)[NH:25][N:24]=1. (4) The product is [CH:26]1([CH:21]([N:37]2[CH:41]=[C:40]([C:42]3[C:43]4[CH:50]=[CH:49][N:48]([CH2:51][O:52][CH2:53][CH2:54][Si:55]([CH3:58])([CH3:57])[CH3:56])[C:44]=4[N:45]=[CH:46][N:47]=3)[CH:39]=[N:38]2)[CH2:14][CH:15]=[CH2:20])[CH2:25][CH2:24][CH2:23][CH2:22]1. The catalyst is C1COCC1. The reactants are CC(C)([O-])C.[K+].[Br-].C1([C:14]([PH3+])([C:21]2[CH:26]=[CH:25][CH:24]=[CH:23][CH:22]=2)[C:15]2[CH:20]=CC=CC=2)C=CC=CC=1.C1(C([N:37]2[CH:41]=[C:40]([C:42]3[C:43]4[CH:50]=[CH:49][N:48]([CH2:51][O:52][CH2:53][CH2:54][Si:55]([CH3:58])([CH3:57])[CH3:56])[C:44]=4[N:45]=[CH:46][N:47]=3)[CH:39]=[N:38]2)CC=O)CCCC1. The yield is 0.440. (5) The reactants are [Si]([O:8][CH:9]1[CH2:14][CH2:13][N:12]([C:15]2[S:16][CH:17]=[C:18]([C:20]([O:22][CH2:23][C:24]3[CH:29]=[CH:28][C:27]([N+:30]([O-:32])=[O:31])=[CH:26][CH:25]=3)=[O:21])[N:19]=2)[CH2:11][CH2:10]1)(C(C)(C)C)(C)C.C(O)(=O)C.[F-].C([N+](CCCC)(CCCC)CCCC)CCC. The catalyst is O1CCCC1. The product is [N+:30]([C:27]1[CH:28]=[CH:29][C:24]([CH2:23][O:22][C:20]([C:18]2[N:19]=[C:15]([N:12]3[CH2:13][CH2:14][CH:9]([OH:8])[CH2:10][CH2:11]3)[S:16][CH:17]=2)=[O:21])=[CH:25][CH:26]=1)([O-:32])=[O:31]. The yield is 0.540. (6) The reactants are [OH:1][C:2]([C:32]([F:35])([F:34])[F:33])([CH2:15][C:16]([C:19]1[CH:24]=[C:23]([C:25]2[CH:29]=[CH:28][S:27][CH:26]=2)[CH:22]=[CH:21][C:20]=1[O:30]C)([CH3:18])[CH3:17])[CH2:3][N:4]1[C:13]2[C:8](=[CH:9][CH:10]=[CH:11][CH:12]=2)[C:7](=[O:14])[CH:6]=[CH:5]1.B(Br)(Br)Br. The catalyst is C(Cl)Cl. The product is [OH:1][C:2]([C:32]([F:35])([F:34])[F:33])([CH2:15][C:16]([C:19]1[CH:24]=[C:23]([C:25]2[CH:29]=[CH:28][S:27][CH:26]=2)[CH:22]=[CH:21][C:20]=1[OH:30])([CH3:18])[CH3:17])[CH2:3][N:4]1[C:13]2[C:8](=[CH:9][CH:10]=[CH:11][CH:12]=2)[C:7](=[O:14])[CH:6]=[CH:5]1. The yield is 0.680. (7) The reactants are Br[C:2]1[CH:3]=[C:4]([Cl:20])[C:5]([CH2:8][N:9]2[C:17](=[O:18])[C:16]3[C:11](=[CH:12][CH:13]=[CH:14][CH:15]=3)[C:10]2=[O:19])=[N:6][CH:7]=1.C([O-])([O-])=O.[K+].[K+].[C:27]1(C)C=CC=C[CH:28]=1. The catalyst is C1C=CC([P]([Pd]([P](C2C=CC=CC=2)(C2C=CC=CC=2)C2C=CC=CC=2)([P](C2C=CC=CC=2)(C2C=CC=CC=2)C2C=CC=CC=2)[P](C2C=CC=CC=2)(C2C=CC=CC=2)C2C=CC=CC=2)(C2C=CC=CC=2)C2C=CC=CC=2)=CC=1. The product is [Cl:20][C:4]1[C:5]([CH2:8][N:9]2[C:17](=[O:18])[C:16]3[C:11](=[CH:12][CH:13]=[CH:14][CH:15]=3)[C:10]2=[O:19])=[N:6][CH:7]=[C:2]([CH:27]=[CH2:28])[CH:3]=1. The yield is 0.650. (8) The reactants are [Cl:1][C:2]1[CH:3]=[C:4]([CH:9](O)[CH3:10])[CH:5]=[N:6][C:7]=1[Cl:8].C1(C)C=CC(S(O)(=O)=O)=CC=1.O. The catalyst is ClC1C=CC=CC=1. The product is [Cl:8][C:7]1[C:2]([Cl:1])=[CH:3][C:4]([CH:9]=[CH2:10])=[CH:5][N:6]=1. The yield is 0.630. (9) The reactants are [Si:1]([O:8][C:9]1[C:10]([F:18])=[C:11]([CH:14]=[C:15]([F:17])[CH:16]=1)[CH:12]=[O:13])([C:4]([CH3:7])([CH3:6])[CH3:5])([CH3:3])[CH3:2].[CH2:19]([Mg]Br)[CH3:20]. The catalyst is C1COCC1. The product is [Si:1]([O:8][C:9]1[C:10]([F:18])=[C:11]([CH:12]([OH:13])[CH2:19][CH3:20])[CH:14]=[C:15]([F:17])[CH:16]=1)([C:4]([CH3:7])([CH3:6])[CH3:5])([CH3:3])[CH3:2]. The yield is 0.310. (10) The yield is 1.00. The reactants are [CH2:1]([O:3][C:4]([C:6]1[C:7](=[O:31])[C:8]2[C:13]([C:14]=1[C:15]1[CH:20]=[CH:19][CH:18]=[CH:17][CH:16]=1)=[CH:12][CH:11]=[C:10]([O:21][CH2:22][CH2:23][CH2:24][C:25]1[CH:30]=[CH:29][CH:28]=[CH:27][CH:26]=1)[CH:9]=2)=[O:5])[CH3:2].[C:32]1([Mg]Cl)[CH:37]=[CH:36][CH:35]=[CH:34][CH:33]=1. The catalyst is C1COCC1. The product is [CH2:1]([O:3][C:4]([C:6]1[C:7]([OH:31])([C:32]2[CH:37]=[CH:36][CH:35]=[CH:34][CH:33]=2)[C:8]2[C:13]([C:14]=1[C:15]1[CH:20]=[CH:19][CH:18]=[CH:17][CH:16]=1)=[CH:12][CH:11]=[C:10]([O:21][CH2:22][CH2:23][CH2:24][C:25]1[CH:26]=[CH:27][CH:28]=[CH:29][CH:30]=1)[CH:9]=2)=[O:5])[CH3:2].